From a dataset of Reaction yield outcomes from USPTO patents with 853,638 reactions. Predict the reaction yield, written as a fraction of the theoretical maximum amount of product (1.0 means a 100% yield; for example, 0.34 means a 34% yield). (1) The reactants are [I:1][C:2]1[CH:3]=[C:4]2[C:8](=[CH:9][CH:10]=1)[NH:7][N:6]=[CH:5]2.[CH:11](Br)([CH3:13])[CH3:12].[CH3:15][C:16]([O-])(C)[CH3:17].[K+].C(OCC)(=O)C. The catalyst is CN(C=O)C. The product is [I:1][C:2]1[CH:3]=[C:4]2[C:8](=[CH:9][CH:10]=1)[N:7]([CH:11]([CH3:13])[CH3:12])[N:6]=[CH:5]2.[I:1][C:2]1[CH:10]=[CH:9][C:8]2[C:4](=[CH:5][N:6]([CH:16]([CH3:17])[CH3:15])[N:7]=2)[CH:3]=1. The yield is 0.520. (2) The reactants are FC(F)(F)C(O)=O.C(OC(=O)[NH:14][CH:15]1[CH2:19][CH2:18][N:17]([C:20]2[CH:21]=[N:22][C:23]([F:26])=[CH:24][CH:25]=2)[CH2:16]1)(C)(C)C.[Cl:28]CCl. No catalyst specified. The product is [ClH:28].[F:26][C:23]1[N:22]=[CH:21][C:20]([N:17]2[CH2:18][CH2:19][C@H:15]([NH2:14])[CH2:16]2)=[CH:25][CH:24]=1. The yield is 0.700. (3) The reactants are C[O:2][C:3](=O)[C:4]1[CH:9]=[CH:8][C:7]([N:10]2[CH:14]=[C:13]([C:15]3[C:16]([C:24]4[CH:29]=[CH:28][CH:27]=[CH:26][CH:25]=4)=[N:17][O:18][C:19]=3[C:20]([F:23])([F:22])[F:21])[N:12]=[CH:11]2)=[N:6][CH:5]=1.[F:31][C:32]([F:36])([F:35])[CH2:33][NH2:34]. The product is [C:24]1([C:16]2[C:15]([C:13]3[N:12]=[CH:11][N:10]([C:7]4[CH:8]=[CH:9][C:4]([C:3]([NH:34][CH2:33][C:32]([F:36])([F:35])[F:31])=[O:2])=[CH:5][N:6]=4)[CH:14]=3)=[C:19]([C:20]([F:22])([F:21])[F:23])[O:18][N:17]=2)[CH:25]=[CH:26][CH:27]=[CH:28][CH:29]=1. The yield is 0.570. No catalyst specified. (4) The reactants are C([O:5]C1C=CC(SC(C2C=CC(Cl)=CC=2)C(NO)=O)=CC=1)C#CC.[CH2:25]([O:29][C:30]1[CH:35]=[CH:34][C:33]([S:36]([CH:38]([C:43]2[CH:48]=[CH:47][C:46]([Cl:49])=[CH:45][CH:44]=2)[C:39]([NH:41][OH:42])=[O:40])=[O:37])=[CH:32][CH:31]=1)[C:26]#[C:27][CH3:28]. No catalyst specified. The product is [CH2:25]([O:29][C:30]1[CH:31]=[CH:32][C:33]([S:36]([CH:38]([C:43]2[CH:48]=[CH:47][C:46]([Cl:49])=[CH:45][CH:44]=2)[C:39]([NH:41][OH:42])=[O:40])(=[O:5])=[O:37])=[CH:34][CH:35]=1)[C:26]#[C:27][CH3:28]. The yield is 0.290. (5) The reactants are C1(P(C2C=CC=CC=2)C2C=CC=CC=2)C=CC=CC=1.[N:20]([CH2:23][C:24]1[CH:29]=[CH:28][C:27]([C:30]2([C:33]([F:36])([F:35])[F:34])[N:32]=[N:31]2)=[CH:26][CH:25]=1)=[N+]=[N-]. The catalyst is C1COCC1. The product is [F:36][C:33]([F:34])([F:35])[C:30]1([C:27]2[CH:26]=[CH:25][C:24]([CH2:23][NH2:20])=[CH:29][CH:28]=2)[N:31]=[N:32]1. The yield is 0.800. (6) The reactants are [C:1]([O:5][C:6]([N:8]([CH2:17][C:18]1[CH:33]=[CH:32][C:21]([O:22][C:23]2[CH:31]=[CH:30][C:26]([C:27]([OH:29])=O)=[CH:25][N:24]=2)=[CH:20][CH:19]=1)[CH2:9][CH2:10][C:11]1[CH:16]=[CH:15][CH:14]=[CH:13][CH:12]=1)=[O:7])([CH3:4])([CH3:3])[CH3:2].C(Cl)CCl.C1C=C[C:41]2N(O)N=[N:44][C:42]=2C=1.CCN(C(C)C)C(C)C.Cl.CN.C(O)(=O)CC(CC(O)=O)(C(O)=O)O.C([O-])(O)=O.[Na+]. The catalyst is C(Cl)Cl. The product is [C:1]([O:5][C:6](=[O:7])[N:8]([CH2:17][C:18]1[CH:19]=[CH:20][C:21]([O:22][C:23]2[CH:31]=[CH:30][C:26]([C:27](=[O:29])[NH:44][CH2:42][CH3:41])=[CH:25][N:24]=2)=[CH:32][CH:33]=1)[CH2:9][CH2:10][C:11]1[CH:12]=[CH:13][CH:14]=[CH:15][CH:16]=1)([CH3:2])([CH3:4])[CH3:3]. The yield is 0.570.